Dataset: Full USPTO retrosynthesis dataset with 1.9M reactions from patents (1976-2016). Task: Predict the reactants needed to synthesize the given product. (1) The reactants are: [C:1]1([CH3:7])[CH:6]=[CH:5][CH:4]=[CH:3][CH:2]=1.[N+:8]([O-])([OH:10])=[O:9]. Given the product [N+:8]([C:2]1[CH:3]=[CH:4][CH:5]=[CH:6][C:1]=1[CH3:7])([O-:10])=[O:9], predict the reactants needed to synthesize it. (2) The reactants are: [Cl-].[CH2:2]([N+:20]1[CH:24]=[CH:23][N:22]([CH3:25])[CH:21]=1)[CH2:3][CH2:4][CH2:5][CH2:6][CH2:7][CH2:8][CH2:9][CH2:10][CH2:11][CH2:12][CH2:13][CH2:14][CH2:15][CH2:16][CH2:17][CH2:18][CH3:19].[F:26][C:27]([F:35])([S:31]([O-:34])(=[O:33])=[O:32])[CH:28]([F:30])[F:29].[K+]. Given the product [F:26][C:27]([F:35])([S:31]([O-:34])(=[O:33])=[O:32])[CH:28]([F:30])[F:29].[CH2:2]([N+:20]1[CH:24]=[CH:23][N:22]([CH3:25])[CH:21]=1)[CH2:3][CH2:4][CH2:5][CH2:6][CH2:7][CH2:8][CH2:9][CH2:10][CH2:11][CH2:12][CH2:13][CH2:14][CH2:15][CH2:16][CH2:17][CH2:18][CH3:19], predict the reactants needed to synthesize it. (3) Given the product [F:17][C:5]1[CH:4]=[CH:3][C:2]([NH:1][C:28]([C:25]2[CH:24]=[CH:23][C:22]([O:21][CH2:20][C:19]([F:32])([F:31])[F:18])=[CH:27][N:26]=2)=[O:29])=[CH:7][C:6]=1[C:8]12[CH2:15][CH:14]1[CH2:13][O:12][CH2:11][C:10](=[S:16])[NH:9]2, predict the reactants needed to synthesize it. The reactants are: [NH2:1][C:2]1[CH:3]=[CH:4][C:5]([F:17])=[C:6]([C:8]23[CH2:15][CH:14]2[CH2:13][O:12][CH2:11][C:10](=[S:16])[NH:9]3)[CH:7]=1.[F:18][C:19]([F:32])([F:31])[CH2:20][O:21][C:22]1[CH:23]=[CH:24][C:25]([C:28](O)=[O:29])=[N:26][CH:27]=1. (4) Given the product [CH3:34][N:33]1[C:25]2[CH:24]=[C:23]([C:20]3[CH:21]=[CH:22][C:17]([O:16][CH2:15][CH2:14][N:3]4[CH2:4][CH2:5][O:1][C:2]4=[O:6])=[C:18]([C:35]([F:37])([F:38])[F:36])[CH:19]=3)[N:28]=[C:27]([C:29]#[N:30])[C:26]=2[N:31]=[CH:32]1, predict the reactants needed to synthesize it. The reactants are: [O:1]1[CH2:5][CH2:4][NH:3][C:2]1=[O:6].[H-].[Na+].CS(O[CH2:14][CH2:15][O:16][C:17]1[CH:22]=[CH:21][C:20]([C:23]2[N:28]=[C:27]([C:29]#[N:30])[C:26]3[N:31]=[CH:32][N:33]([CH3:34])[C:25]=3[CH:24]=2)=[CH:19][C:18]=1[C:35]([F:38])([F:37])[F:36])(=O)=O.